The task is: Predict the reaction yield, written as a fraction of the theoretical maximum amount of product (1.0 means a 100% yield; for example, 0.34 means a 34% yield).. This data is from Reaction yield outcomes from USPTO patents with 853,638 reactions. The reactants are [C:1]([N:8]1[CH2:11][C:10](=[O:12])[CH2:9]1)([O:3][C:4]([CH3:7])([CH3:6])[CH3:5])=[O:2].[CH3:13][Si:14]([CH3:24])([CH3:23])[C:15]#[C:16][C:17]1[CH:22]=[CH:21][CH:20]=[CH:19][CH:18]=1. The catalyst is C1(C)C=CC=CC=1. The product is [O:12]=[C:10]1[CH2:9][N:8]([C:1]([O:3][C:4]([CH3:7])([CH3:6])[CH3:5])=[O:2])[CH2:11][C:16]([C:17]2[CH:22]=[CH:21][CH:20]=[CH:19][CH:18]=2)=[C:15]1[Si:14]([CH3:23])([CH3:13])[CH3:24]. The yield is 0.820.